This data is from NCI-60 drug combinations with 297,098 pairs across 59 cell lines. The task is: Regression. Given two drug SMILES strings and cell line genomic features, predict the synergy score measuring deviation from expected non-interaction effect. (1) Drug 1: COCCOC1=C(C=C2C(=C1)C(=NC=N2)NC3=CC=CC(=C3)C#C)OCCOC. Drug 2: CC1CCC2CC(C(=CC=CC=CC(CC(C(=O)C(C(C(=CC(C(=O)CC(OC(=O)C3CCCCN3C(=O)C(=O)C1(O2)O)C(C)CC4CCC(C(C4)OC)OP(=O)(C)C)C)C)O)OC)C)C)C)OC. Cell line: SW-620. Synergy scores: CSS=33.1, Synergy_ZIP=5.25, Synergy_Bliss=8.64, Synergy_Loewe=8.25, Synergy_HSA=8.79. (2) Synergy scores: CSS=5.65, Synergy_ZIP=-0.534, Synergy_Bliss=-1.20, Synergy_Loewe=-10.3, Synergy_HSA=-11.3. Drug 1: C1C(C(OC1N2C=C(C(=O)NC2=O)F)CO)O. Drug 2: CC1=C2C(C(=O)C3(C(CC4C(C3C(C(C2(C)C)(CC1OC(=O)C(C(C5=CC=CC=C5)NC(=O)OC(C)(C)C)O)O)OC(=O)C6=CC=CC=C6)(CO4)OC(=O)C)O)C)O. Cell line: HL-60(TB). (3) Drug 1: CC1=C(C=C(C=C1)NC2=NC=CC(=N2)N(C)C3=CC4=NN(C(=C4C=C3)C)C)S(=O)(=O)N.Cl. Drug 2: CC12CCC3C(C1CCC2=O)CC(=C)C4=CC(=O)C=CC34C. Cell line: U251. Synergy scores: CSS=35.5, Synergy_ZIP=-0.270, Synergy_Bliss=0.330, Synergy_Loewe=1.86, Synergy_HSA=2.49. (4) Cell line: HS 578T. Drug 1: CC1=C(N=C(N=C1N)C(CC(=O)N)NCC(C(=O)N)N)C(=O)NC(C(C2=CN=CN2)OC3C(C(C(C(O3)CO)O)O)OC4C(C(C(C(O4)CO)O)OC(=O)N)O)C(=O)NC(C)C(C(C)C(=O)NC(C(C)O)C(=O)NCCC5=NC(=CS5)C6=NC(=CS6)C(=O)NCCC[S+](C)C)O. Synergy scores: CSS=35.3, Synergy_ZIP=-6.22, Synergy_Bliss=-4.14, Synergy_Loewe=-1.77, Synergy_HSA=1.96. Drug 2: CC1=C(C(=O)C2=C(C1=O)N3CC4C(C3(C2COC(=O)N)OC)N4)N. (5) Drug 1: CC(CN1CC(=O)NC(=O)C1)N2CC(=O)NC(=O)C2. Drug 2: C1=CC(=CC=C1C#N)C(C2=CC=C(C=C2)C#N)N3C=NC=N3. Cell line: COLO 205. Synergy scores: CSS=53.1, Synergy_ZIP=2.53, Synergy_Bliss=2.59, Synergy_Loewe=0.384, Synergy_HSA=1.76.